From a dataset of Reaction yield outcomes from USPTO patents with 853,638 reactions. Predict the reaction yield, written as a fraction of the theoretical maximum amount of product (1.0 means a 100% yield; for example, 0.34 means a 34% yield). (1) The reactants are [C:9](O[C:9]([O:11][C:12]([CH3:15])([CH3:14])[CH3:13])=[O:10])([O:11][C:12]([CH3:15])([CH3:14])[CH3:13])=[O:10].[NH:16]1[CH2:21][CH2:20][CH:19]([CH2:22][CH2:23][CH2:24][OH:25])[CH2:18][CH2:17]1. The catalyst is ClCCl. The product is [C:12]([O:11][C:9]([N:16]1[CH2:21][CH2:20][CH:19]([CH2:22][CH2:23][CH2:24][OH:25])[CH2:18][CH2:17]1)=[O:10])([CH3:13])([CH3:14])[CH3:15]. The yield is 0.880. (2) The reactants are [CH:1]([C:3]1[CH:4]=[C:5]2[C:10](=[CH:11][CH:12]=1)[C:9](=[O:13])[NH:8][N:7]=[CH:6]2)=[CH2:2].C([O-])([O-])=O.[Cs+].[Cs+].Br[CH2:21][C:22]([O:24][CH2:25][CH3:26])=[O:23]. The catalyst is CN(C=O)C. The product is [O:13]=[C:9]1[C:10]2[C:5](=[CH:4][C:3]([CH:1]=[CH2:2])=[CH:12][CH:11]=2)[CH:6]=[N:7][N:8]1[CH2:21][C:22]([O:24][CH2:25][CH3:26])=[O:23]. The yield is 0.450. (3) The reactants are C(=O)([O-])[O-].[K+].[K+].[CH2:7]([NH:9][CH2:10][CH3:11])[CH3:8].[Br:12][C:13]1[CH:20]=[CH:19][C:16]([CH2:17]Br)=[CH:15][CH:14]=1.Cl. The catalyst is O.C1COCC1. The product is [Br:12][C:13]1[CH:20]=[CH:19][C:16]([CH2:17][N:9]([CH2:10][CH3:11])[CH2:7][CH3:8])=[CH:15][CH:14]=1. The yield is 0.740. (4) The reactants are [C:1]([O:5][C:6]([N:8]1[CH2:13][C@@H:12]([CH3:14])[N:11]([C:15]2[CH:16]=[C:17]3[C:26](=[CH:27][C:28]=2Br)[O:25][CH2:24][C:23]2[N:18]3[CH:19]([CH3:39])[C:20](=[O:38])[N:21]([CH2:30][O:31][CH2:32][CH2:33][Si:34]([CH3:37])([CH3:36])[CH3:35])[N:22]=2)[CH2:10][C@@H:9]1[CH3:40])=[O:7])([CH3:4])([CH3:3])[CH3:2].[F:41][C:42]1[CH:47]=[CH:46][CH:45]=[CH:44][C:43]=1B(O)O.C([O-])([O-])=O.[K+].[K+]. The catalyst is O1CCOCC1.O.C1C=CC(P(C2C=CC=CC=2)[C-]2C=CC=C2)=CC=1.C1C=CC(P(C2C=CC=CC=2)[C-]2C=CC=C2)=CC=1.Cl[Pd]Cl.[Fe+2].C(Cl)Cl. The product is [C:1]([O:5][C:6]([N:8]1[CH2:13][C@@H:12]([CH3:14])[N:11]([C:15]2[CH:16]=[C:17]3[C:26](=[CH:27][C:28]=2[C:43]2[CH:44]=[CH:45][CH:46]=[CH:47][C:42]=2[F:41])[O:25][CH2:24][C:23]2[N:18]3[CH:19]([CH3:39])[C:20](=[O:38])[N:21]([CH2:30][O:31][CH2:32][CH2:33][Si:34]([CH3:37])([CH3:36])[CH3:35])[N:22]=2)[CH2:10][C@@H:9]1[CH3:40])=[O:7])([CH3:4])([CH3:3])[CH3:2]. The yield is 0.610. (5) The reactants are [CH3:1][N:2]1[CH:7]=[C:6](B2OC(C)(C)C(C)(C)O2)[CH:5]=[C:4]([NH:17][C:18]2[CH:31]=[C:21]3[CH2:22][N:23]([CH2:26][C:27]([F:30])([F:29])[F:28])[CH2:24][CH2:25][N:20]3[N:19]=2)[C:3]1=[O:32].[C:33]([C:37]1[CH:38]=[C:39]2[C:44](=[C:45]([F:47])[CH:46]=1)[C:43](=[O:48])[N:42]([C:49]1[N:56]=[CH:55][CH:54]=[C:53](Cl)[C:50]=1[CH:51]=[O:52])[N:41]=[CH:40]2)([CH3:36])([CH3:35])[CH3:34].[O-]P([O-])([O-])=O.[K+].[K+].[K+].C([O-])(=O)C.[Na+]. The catalyst is C1C=CC(P(C2C=CC=CC=2)[C-]2C=CC=C2)=CC=1.C1C=CC(P(C2C=CC=CC=2)[C-]2C=CC=C2)=CC=1.Cl[Pd]Cl.[Fe+2].C(#N)C.O. The product is [C:33]([C:37]1[CH:38]=[C:39]2[C:44](=[C:45]([F:47])[CH:46]=1)[C:43](=[O:48])[N:42]([C:49]1[N:56]=[CH:55][CH:54]=[C:53]([C:6]3[CH:5]=[C:4]([NH:17][C:18]4[CH:31]=[C:21]5[CH2:22][N:23]([CH2:26][C:27]([F:29])([F:28])[F:30])[CH2:24][CH2:25][N:20]5[N:19]=4)[C:3](=[O:32])[N:2]([CH3:1])[CH:7]=3)[C:50]=1[CH:51]=[O:52])[N:41]=[CH:40]2)([CH3:36])([CH3:34])[CH3:35]. The yield is 0.450. (6) The reactants are [CH3:1][C:2]1([CH3:32])[O:7][C:6]2[CH:8]=[CH:9][C:10]([NH:12][CH2:13][C:14]3[CH:19]=[CH:18][C:17]([C:20]#[C:21][C:22]4[CH:27]=[CH:26][C:25]([CH2:28][CH2:29][CH3:30])=[CH:24][CH:23]=4)=[CH:16][CH:15]=3)=[CH:11][C:5]=2[C:4](=[O:31])[O:3]1.[CH:33](=O)[CH2:34][CH2:35][CH2:36][CH2:37][CH3:38]. No catalyst specified. The product is [CH2:33]([N:12]([CH2:13][C:14]1[CH:19]=[CH:18][C:17]([C:20]#[C:21][C:22]2[CH:23]=[CH:24][C:25]([CH2:28][CH2:29][CH3:30])=[CH:26][CH:27]=2)=[CH:16][CH:15]=1)[C:10]1[CH:9]=[CH:8][C:6]2[O:7][C:2]([CH3:1])([CH3:32])[O:3][C:4](=[O:31])[C:5]=2[CH:11]=1)[CH2:34][CH2:35][CH2:36][CH2:37][CH3:38]. The yield is 0.750. (7) The reactants are [F:1][C:2]1[CH:17]=[C:16]([N+:18]([O-])=O)[CH:15]=[CH:14][C:3]=1[O:4][C:5]1[CH:10]=[CH:9][N:8]=[C:7]2[CH:11]=[CH:12][S:13][C:6]=12.Cl.C([O-])(O)=O.[Na+]. The catalyst is CO.[Fe]. The product is [F:1][C:2]1[CH:17]=[C:16]([NH2:18])[CH:15]=[CH:14][C:3]=1[O:4][C:5]1[CH:10]=[CH:9][N:8]=[C:7]2[CH:11]=[CH:12][S:13][C:6]=12. The yield is 0.830. (8) The reactants are Br[C:2]1[CH:11]=[C:10]2[C:5]([C:6]([N:13]3[CH2:18][CH2:17][O:16][CH2:15][CH2:14]3)=[N:7][C:8]([Cl:12])=[N:9]2)=[CH:4][CH:3]=1.[CH3:19][C:20]1[O:24][C:23](B2OC(C)(C)C(C)(C)O2)=[CH:22][CH:21]=1.C(=O)([O-])[O-].[Na+].[Na+].CN(C=O)C. The catalyst is Cl[Pd](Cl)([P](C1C=CC=CC=1)(C1C=CC=CC=1)C1C=CC=CC=1)[P](C1C=CC=CC=1)(C1C=CC=CC=1)C1C=CC=CC=1.O. The product is [Cl:12][C:8]1[N:7]=[C:6]([N:13]2[CH2:18][CH2:17][O:16][CH2:15][CH2:14]2)[C:5]2[C:10](=[CH:11][C:2]([C:23]3[O:24][C:20]([CH3:19])=[CH:21][CH:22]=3)=[CH:3][CH:4]=2)[N:9]=1. The yield is 0.700. (9) The reactants are Cl[C:2]1[CH:15]=[CH:14][C:5]([CH2:6][C:7]2[CH:12]=[CH:11][CH:10]=[CH:9][C:8]=2[OH:13])=[CH:4][CH:3]=1. The catalyst is CO.[OH-].[Pd+2].[OH-]. The product is [CH2:6]([C:7]1[CH:12]=[CH:11][CH:10]=[CH:9][C:8]=1[OH:13])[C:5]1[CH:4]=[CH:3][CH:2]=[CH:15][CH:14]=1. The yield is 0.670. (10) The reactants are [CH3:1]N(C=O)C.C(Cl)(=O)C(Cl)=O.[CH2:12]([O:19][C:20]1[CH:29]=[C:28]2[C:23](C(=O)N[CH:26]=[N:27]2)=[CH:22][C:21]=1[O:31][CH3:32])[C:13]1[CH:18]=[CH:17][CH:16]=[CH:15][CH:14]=1.O.[CH:34]([Cl:37])(Cl)Cl. The catalyst is C(Cl)Cl. The product is [CH2:12]([O:19][C:20]1[CH:29]=[C:28]2[C:23]([C:34]([Cl:37])=[CH:1][CH:26]=[N:27]2)=[CH:22][C:21]=1[O:31][CH3:32])[C:13]1[CH:18]=[CH:17][CH:16]=[CH:15][CH:14]=1. The yield is 0.480.